Dataset: Catalyst prediction with 721,799 reactions and 888 catalyst types from USPTO. Task: Predict which catalyst facilitates the given reaction. (1) Reactant: [N:1]1[CH:6]=[CH:5][C:4]([OH:7])=[CH:3][CH:2]=1.O[CH:9]1[CH2:14][CH2:13][CH:12]([C:15]([O:17][CH2:18][CH3:19])=[O:16])[CH2:11][CH2:10]1.C1(P(C2C=CC=CC=2)C2C=CC=CC=2)C=CC=CC=1.N(C(OC(C)C)=O)=NC(OC(C)C)=O. Product: [N:1]1[CH:6]=[CH:5][C:4]([O:7][C@@H:9]2[CH2:14][CH2:13][C@H:12]([C:15]([O:17][CH2:18][CH3:19])=[O:16])[CH2:11][CH2:10]2)=[CH:3][CH:2]=1. The catalyst class is: 219. (2) Reactant: [C:1](=[S:3])=S.[NH2:4][C:5]1[CH:10]=[C:9]([C:11]2[CH:16]=[CH:15][CH:14]=[CH:13][CH:12]=2)[CH:8]=[CH:7][C:6]=1[OH:17].[OH-].[K+]. Product: [C:11]1([C:9]2[CH:8]=[CH:7][C:6]3[O:17][C:1](=[S:3])[NH:4][C:5]=3[CH:10]=2)[CH:12]=[CH:13][CH:14]=[CH:15][CH:16]=1. The catalyst class is: 8. (3) Reactant: [OH:1][C:2]([CH3:7])([CH3:6])[C:3](O)=[O:4].CCN=C=NCCCN(C)C.[ClH:19].C1C=CC2N(O)N=NC=2C=1.[C:30]1([C@H:40]([N:42]([CH2:50][CH:51]2[CH:55]([C:56]3[CH:61]=[CH:60][CH:59]=[CH:58][CH:57]=3)[CH2:54][NH:53][CH2:52]2)C(=O)OC(C)(C)C)[CH3:41])[C:39]2[C:34](=[CH:35][CH:36]=[CH:37][CH:38]=2)[CH:33]=[CH:32][CH:31]=1.C(=O)(O)[O-].[Na+]. Product: [ClH:19].[CH3:6][C:2]([OH:1])([CH3:7])[C:3]([N:53]1[CH2:54][CH:55]([C:56]2[CH:57]=[CH:58][CH:59]=[CH:60][CH:61]=2)[CH:51]([CH2:50][NH:42][C@@H:40]([C:30]2[C:39]3[C:34](=[CH:35][CH:36]=[CH:37][CH:38]=3)[CH:33]=[CH:32][CH:31]=2)[CH3:41])[CH2:52]1)=[O:4]. The catalyst class is: 192. (4) Reactant: [CH3:1][C:2]1([CH3:33])[CH2:7][N:6](S(C2C=CC=CC=2[N+]([O-])=O)(=O)=O)[CH2:5][C:4]2[CH:20]=[C:21]([C:23]([NH:25][O:26][CH:27]3[CH2:32][CH2:31][CH2:30][CH2:29][O:28]3)=[O:24])[S:22][C:3]1=2.C(=O)([O-])[O-].[Cs+].[Cs+].C1(S)C=CC=CC=1. Product: [CH3:1][C:2]1([CH3:33])[CH2:7][NH:6][CH2:5][C:4]2[CH:20]=[C:21]([C:23]([NH:25][O:26][CH:27]3[CH2:32][CH2:31][CH2:30][CH2:29][O:28]3)=[O:24])[S:22][C:3]1=2. The catalyst class is: 10. (5) Reactant: [OH-].[Na+].[CH3:3][C@H:4]1[CH2:9][O:8][CH2:7][C@@H:6]([CH3:10])[N:5]1[C:11]1[CH:16]=[C:15]([CH2:17][S:18]([CH3:21])(=[O:20])=[O:19])[N:14]=[C:13]([S:22][CH3:23])[N:12]=1.Br[CH2:25][CH2:26]Br.CCOC(C)=O. Product: [CH3:3][C@H:4]1[CH2:9][O:8][CH2:7][C@@H:6]([CH3:10])[N:5]1[C:11]1[CH:16]=[C:15]([C:17]2([S:18]([CH3:21])(=[O:20])=[O:19])[CH2:26][CH2:25]2)[N:14]=[C:13]([S:22][CH3:23])[N:12]=1. The catalyst class is: 596. (6) Reactant: [C:1]([NH:20][C@@H:21]([CH2:24][CH3:25])[CH:22]=[O:23])([C:14]1[CH:19]=[CH:18][CH:17]=[CH:16][CH:15]=1)([C:8]1[CH:13]=[CH:12][CH:11]=[CH:10][CH:9]=1)[C:2]1[CH:7]=[CH:6][CH:5]=[CH:4][CH:3]=1.[CH2:26]([Mg]Br)[CH3:27].O. Product: [C:1]([NH:20][C@@H:21]([CH2:24][CH3:25])[CH:22]([OH:23])[CH2:26][CH3:27])([C:8]1[CH:13]=[CH:12][CH:11]=[CH:10][CH:9]=1)([C:14]1[CH:15]=[CH:16][CH:17]=[CH:18][CH:19]=1)[C:2]1[CH:7]=[CH:6][CH:5]=[CH:4][CH:3]=1. The catalyst class is: 28. (7) Reactant: Cl.[Br:2][C:3]1[CH:4]=[C:5]([CH:8]=[CH:9][CH:10]=1)[CH2:6][NH2:7].C(N(CC)CC)C.[N:18]1[C:27]2[C:22](=[CH:23][N:24]=[CH:25][CH:26]=2)[CH:21]=[CH:20][C:19]=1[C:28](O)=[O:29].O.ON1C2C=CC=CC=2N=N1.Cl.CN(C)CCCN=C=NCC. The catalyst class is: 31. Product: [Br:2][C:3]1[CH:4]=[C:5]([CH:8]=[CH:9][CH:10]=1)[CH2:6][NH:7][C:28]([C:19]1[CH:20]=[CH:21][C:22]2[C:27](=[CH:26][CH:25]=[N:24][CH:23]=2)[N:18]=1)=[O:29]. (8) Reactant: [NH2:1][C:2]1[CH:7]=[CH:6][CH:5]=[CH:4][C:3]=1[CH:8]1[CH2:17][C:16]([CH3:19])([CH3:18])[C:15]2[C:10](=[CH:11][CH:12]=[C:13]([C:20]#[N:21])[CH:14]=2)[NH:9]1.N1C=CC=CC=1.[CH3:28][S:29](Cl)(=[O:31])=[O:30]. Product: [C:20]([C:13]1[CH:14]=[C:15]2[C:10](=[CH:11][CH:12]=1)[NH:9][CH:8]([C:3]1[CH:4]=[CH:5][CH:6]=[CH:7][C:2]=1[NH:1][S:29]([CH3:28])(=[O:31])=[O:30])[CH2:17][C:16]2([CH3:18])[CH3:19])#[N:21]. The catalyst class is: 46. (9) Reactant: [Na+].[CH2:2]([P:4]([OH:10])([CH2:6][C:7]([O-:9])=[O:8])=[O:5])[CH3:3].[O-]CCCC.[O-]CCCC.[O-]CCCC.[O-]CCCC.[Ti+4:31]. Product: [Ti+4:31].[CH2:2]([P:4]([OH:10])([CH2:6][C:7]([O-:9])=[O:8])=[O:5])[CH3:3].[CH2:2]([P:4]([CH2:6][C:7]([O-:9])=[O:8])([OH:10])=[O:5])[CH3:3].[CH2:2]([P:4]([CH2:6][C:7]([O-:9])=[O:8])([OH:10])=[O:5])[CH3:3].[CH2:2]([P:4]([CH2:6][C:7]([O-:9])=[O:8])([OH:10])=[O:5])[CH3:3]. The catalyst class is: 11.